Predict the reactants needed to synthesize the given product. From a dataset of Full USPTO retrosynthesis dataset with 1.9M reactions from patents (1976-2016). (1) Given the product [CH3:70][C:45]1[CH2:46][C@@H:47]([OH:52])[CH2:48][C:49]([CH3:50])([CH3:51])[C:44]=1/[CH:43]=[CH:42]/[C:41](/[CH3:71])=[CH:40]/[CH:39]=[CH:38]/[C:37](/[CH3:72])=[CH:36]/[CH:35]=[CH:34]/[CH:33]=[C:32](\[CH3:73])/[CH:31]=[CH:30]/[CH:29]=[C:28](\[CH3:74])/[CH:27]=[CH:26]/[C:22]1[C:21]([CH3:76])([CH3:75])[CH2:20][C@H:19]([OH:18])[CH2:24][C:23]=1[CH3:25], predict the reactants needed to synthesize it. The reactants are: CCCCCCCCCCCCCCCC([O:18][C@@H:19]1[CH2:24][C:23]([CH3:25])=[C:22](/[CH:26]=[CH:27]/[C:28](/[CH3:74])=[CH:29]/[CH:30]=[CH:31]/[C:32](/[CH3:73])=[CH:33]/[CH:34]=[CH:35]/[CH:36]=[C:37](\[CH3:72])/[CH:38]=[CH:39]/[CH:40]=[C:41](\[CH3:71])/[CH:42]=[CH:43]/[C:44]2[C:49]([CH3:51])([CH3:50])[CH2:48][C@H:47]([O:52]C(CCCCCCCCCCCCCCC)=O)[CH2:46][C:45]=2[CH3:70])[C:21]([CH3:76])([CH3:75])[CH2:20]1)=O. (2) Given the product [F:1][C:2]1[CH:10]=[CH:9][C:5]([C:6]([O:8][CH3:19])=[O:7])=[CH:4][C:3]=1[N+:11]([O-:13])=[O:12], predict the reactants needed to synthesize it. The reactants are: [F:1][C:2]1[CH:10]=[CH:9][C:5]([C:6]([OH:8])=[O:7])=[CH:4][C:3]=1[N+:11]([O-:13])=[O:12].OS(O)(=O)=O.[C:19]([O-])(O)=O.[Na+]. (3) Given the product [CH2:42]([O:44][C:45](=[O:55])[C@@H:46]([NH:47][C:19]([C:16]1[S:17][CH:18]=[C:14]([CH2:13][CH2:12][CH2:11][C:9]2[NH:8][C:6]3[N:7]=[C:2]([NH2:1])[NH:3][C:4](=[O:22])[C:5]=3[CH:10]=2)[CH:15]=1)=[O:21])[CH2:48][CH2:49][C:50]([O:52][CH2:53][CH3:54])=[O:51])[CH3:43], predict the reactants needed to synthesize it. The reactants are: [NH2:1][C:2]1[NH:3][C:4](=[O:22])[C:5]2[CH:10]=[C:9]([CH2:11][CH2:12][CH2:13][C:14]3[CH:15]=[C:16]([C:19]([OH:21])=O)[S:17][CH:18]=3)[NH:8][C:6]=2[N:7]=1.CN1CCOCC1.ClC1N=C(OC)N=C(OC)N=1.Cl.[CH2:42]([O:44][C:45](=[O:55])[C@H:46]([CH2:48][CH2:49][C:50]([O:52][CH2:53][CH3:54])=[O:51])[NH2:47])[CH3:43]. (4) Given the product [S:1]1[C:5]2[CH:6]=[CH:7][CH:8]=[CH:9][C:4]=2[N:3]=[C:2]1[NH:10][C:11]([C:13]1[CH:14]=[CH:15][CH:16]=[C:17]2[C:22]=1[CH2:21][N:20]([C:23]1[N:28]=[C:27]([C:29]([O:31][CH3:32])=[O:30])[C:26]([B:44]3[O:45][C:46]([CH3:48])([CH3:47])[C:42]([CH3:49])([CH3:41])[O:43]3)=[CH:25][CH:24]=1)[CH2:19][CH2:18]2)=[O:12], predict the reactants needed to synthesize it. The reactants are: [S:1]1[C:5]2[CH:6]=[CH:7][CH:8]=[CH:9][C:4]=2[N:3]=[C:2]1[NH:10][C:11]([C:13]1[CH:14]=[CH:15][CH:16]=[C:17]2[C:22]=1[CH2:21][N:20]([C:23]1[N:28]=[C:27]([C:29]([O:31][CH3:32])=[O:30])[C:26](Br)=[CH:25][CH:24]=1)[CH2:19][CH2:18]2)=[O:12].C(N(CC)CC)C.[CH3:41][C:42]1([CH3:49])[C:46]([CH3:48])([CH3:47])[O:45][BH:44][O:43]1. (5) The reactants are: [Cl:1][CH2:2][CH2:3][CH2:4][O:5][C:6]1[CH:7]=[C:8]2[C:13](=[CH:14][C:15]=1[O:16][CH3:17])[N:12]=[CH:11][NH:10][C:9]2=O.S(Cl)([Cl:21])=O. Given the product [Cl:1][CH2:2][CH2:3][CH2:4][O:5][C:6]1[CH:7]=[C:8]2[C:13](=[CH:14][C:15]=1[O:16][CH3:17])[N:12]=[CH:11][N:10]=[C:9]2[Cl:21], predict the reactants needed to synthesize it. (6) Given the product [Cl:1][C:2]1[CH:3]=[CH:4][C:5]2[NH:9][C:12](=[O:13])[C:11]([C:16]3[CH:21]=[CH:20][CH:19]=[CH:18][CH:17]=3)=[N:8][C:6]=2[N:7]=1, predict the reactants needed to synthesize it. The reactants are: [Cl:1][C:2]1[N:7]=[C:6]([NH2:8])[C:5]([NH2:9])=[CH:4][CH:3]=1.O=[C:11]([C:16]1[CH:21]=[CH:20][CH:19]=[CH:18][CH:17]=1)[C:12](OC)=[O:13].CCN(C(C)C)C(C)C. (7) The reactants are: [F:1][C:2]1[CH:3]=[C:4]([CH:19]=[CH:20][C:21]=1[F:22])[CH2:5][CH:6]1[CH2:11][CH:10]([C:12]([OH:14])=O)[CH2:9][CH2:8][N:7]1[C:15]([O:17][CH3:18])=[O:16].N1(C(N2C=CN=C2)=O)C=CN=C1.[CH2:35]([O:37][C:38](=[O:43])[CH2:39][C:40]([O-:42])=O)[CH3:36].[K+].[Cl-].[Mg+2].[Cl-].Cl. Given the product [F:1][C:2]1[CH:3]=[C:4]([CH:19]=[CH:20][C:21]=1[F:22])[CH2:5][C@H:6]1[CH2:11][C@H:10]([C:12](=[O:14])[CH2:39][C:38]([O:37][CH2:35][CH3:36])=[O:43])[CH2:9][CH2:8][N:7]1[C:15]([O:17][CH3:18])=[O:16].[F:1][C:2]1[CH:3]=[C:4]([CH:19]=[CH:20][C:21]=1[F:22])[CH2:5][C@H:6]1[CH2:11][C@@H:10]([C:40](=[O:42])[CH2:39][C:38]([O:37][CH2:35][CH3:36])=[O:43])[CH2:9][CH2:8][N:7]1[C:15]([O:17][CH3:18])=[O:16], predict the reactants needed to synthesize it.